This data is from NCI-60 drug combinations with 297,098 pairs across 59 cell lines. The task is: Regression. Given two drug SMILES strings and cell line genomic features, predict the synergy score measuring deviation from expected non-interaction effect. (1) Drug 1: C1CNP(=O)(OC1)N(CCCl)CCCl. Cell line: MCF7. Synergy scores: CSS=13.8, Synergy_ZIP=-6.47, Synergy_Bliss=0.0757, Synergy_Loewe=-26.9, Synergy_HSA=-1.68. Drug 2: C1CCC(C(C1)N)N.C(=O)(C(=O)[O-])[O-].[Pt+4]. (2) Cell line: MCF7. Drug 1: COC1=C(C=C2C(=C1)N=CN=C2NC3=CC(=C(C=C3)F)Cl)OCCCN4CCOCC4. Synergy scores: CSS=24.5, Synergy_ZIP=-0.566, Synergy_Bliss=4.69, Synergy_Loewe=7.29, Synergy_HSA=8.19. Drug 2: C1CN1P(=S)(N2CC2)N3CC3. (3) Drug 1: CC1=C2C(C(=O)C3(C(CC4C(C3C(C(C2(C)C)(CC1OC(=O)C(C(C5=CC=CC=C5)NC(=O)C6=CC=CC=C6)O)O)OC(=O)C7=CC=CC=C7)(CO4)OC(=O)C)O)C)OC(=O)C. Drug 2: C1=NC2=C(N1)C(=S)N=CN2. Cell line: LOX IMVI. Synergy scores: CSS=36.0, Synergy_ZIP=0.495, Synergy_Bliss=-0.408, Synergy_Loewe=-15.4, Synergy_HSA=-4.51. (4) Drug 1: CN1C(=O)N2C=NC(=C2N=N1)C(=O)N. Drug 2: CC1CCC2CC(C(=CC=CC=CC(CC(C(=O)C(C(C(=CC(C(=O)CC(OC(=O)C3CCCCN3C(=O)C(=O)C1(O2)O)C(C)CC4CCC(C(C4)OC)OCCO)C)C)O)OC)C)C)C)OC. Cell line: OVCAR-4. Synergy scores: CSS=0.873, Synergy_ZIP=-0.136, Synergy_Bliss=1.02, Synergy_Loewe=-11.8, Synergy_HSA=-3.87.